Dataset: Catalyst prediction with 721,799 reactions and 888 catalyst types from USPTO. Task: Predict which catalyst facilitates the given reaction. (1) Reactant: [CH3:1][O:2][C:3]1[CH:4]=[C:5]([NH:9][C:10](=[O:12])[CH3:11])[CH:6]=[CH:7][CH:8]=1.F[B-](F)(F)F.[O:18]=[N+:19]=[O:20].O. Product: [CH3:1][O:2][C:3]1[C:4]([N+:19]([O-:20])=[O:18])=[C:5]([NH:9][C:10](=[O:12])[CH3:11])[CH:6]=[CH:7][CH:8]=1. The catalyst class is: 10. (2) Reactant: [Br:1][C:2]1[CH:3]=[C:4]([CH:9]=[C:10]([CH2:12]Cl)[CH:11]=1)[C:5]([O:7][CH3:8])=[O:6].[C-:14]#[N:15].[Na+]. Product: [Br:1][C:2]1[CH:3]=[C:4]([CH:9]=[C:10]([CH2:12][C:14]#[N:15])[CH:11]=1)[C:5]([O:7][CH3:8])=[O:6]. The catalyst class is: 3.